This data is from Forward reaction prediction with 1.9M reactions from USPTO patents (1976-2016). The task is: Predict the product of the given reaction. (1) Given the reactants Cl[C:2]1[CH:11]=[C:10]([N:12]([CH3:14])[CH3:13])[C:9]2[C:4](=[CH:5][CH:6]=[CH:7][CH:8]=2)[N:3]=1.C(OC(=O)[NH:24][C@H:25]1[CH2:30][CH2:29][C@@H:28]([NH2:31])[CH2:27][CH2:26]1)C1C=CC=CC=1.C([O-])(O)=O.[Na+], predict the reaction product. The product is: [NH2:24][C@@H:25]1[CH2:30][CH2:29][C@H:28]([NH:31][C:2]2[CH:11]=[C:10]([N:12]([CH3:14])[CH3:13])[C:9]3[C:4](=[CH:5][CH:6]=[CH:7][CH:8]=3)[N:3]=2)[CH2:27][CH2:26]1. (2) The product is: [CH3:24][C:25]([OH:29])([C:27]#[C:28][C:2]1[S:6][C:5]([C:7]2[CH:12]=[CH:11][N:10]=[C:9]([NH:13][CH:14]3[CH2:19][C:18]([CH3:21])([CH3:20])[NH:17][C:16]([CH3:23])([CH3:22])[CH2:15]3)[N:8]=2)=[CH:4][CH:3]=1)[CH3:26]. Given the reactants Br[C:2]1[S:6][C:5]([C:7]2[CH:12]=[CH:11][N:10]=[C:9]([NH:13][CH:14]3[CH2:19][C:18]([CH3:21])([CH3:20])[NH:17][C:16]([CH3:23])([CH3:22])[CH2:15]3)[N:8]=2)=[CH:4][CH:3]=1.[CH3:24][C:25]([OH:29])([C:27]#[CH:28])[CH3:26], predict the reaction product. (3) Given the reactants [NH:1]1[C:9]2[C:4](=[CH:5][CH:6]=[C:7]([C:10]([O:12]C)=[O:11])[CH:8]=2)[CH2:3][CH2:2]1.Br[C:15]1[C:19]2[CH2:20][N:21]([C:24](=[O:26])[CH3:25])[CH2:22][CH2:23][C:18]=2[N:17]([CH3:27])[N:16]=1.C1(P(C2CCCCC2)C2C=CC=CC=2C2C(OC(C)C)=CC=CC=2OC(C)C)CCCCC1.COC(C)(C)C.C(O[Na])(C)(C)C, predict the reaction product. The product is: [C:24]([N:21]1[CH2:22][CH2:23][C:18]2[N:17]([CH3:27])[N:16]=[C:15]([N:1]3[C:9]4[C:4](=[CH:5][CH:6]=[C:7]([C:10]([OH:12])=[O:11])[CH:8]=4)[CH2:3][CH2:2]3)[C:19]=2[CH2:20]1)(=[O:26])[CH3:25]. (4) Given the reactants [F:1][C:2]([F:33])([F:32])[CH2:3][NH:4][C:5]([NH:7][C:8]1[CH:9]=[C:10]([N:14]2[C:18]3[CH:19]=[CH:20][C:21]([C:23]4[CH:24]=[C:25]([CH:29]=[CH:30][CH:31]=4)[C:26](O)=[O:27])=[CH:22][C:17]=3[N:16]=[CH:15]2)[CH:11]=[CH:12][CH:13]=1)=[O:6].[CH:34]1[CH:39]=[N:38][CH:37]=[C:36]([CH2:40][NH2:41])[CH:35]=1, predict the reaction product. The product is: [N:38]1[CH:39]=[CH:34][CH:35]=[C:36]([CH2:40][NH:41][C:26](=[O:27])[C:25]2[CH:29]=[CH:30][CH:31]=[C:23]([C:21]3[CH:20]=[CH:19][C:18]4[N:14]([C:10]5[CH:11]=[CH:12][CH:13]=[C:8]([NH:7][C:5]([NH:4][CH2:3][C:2]([F:32])([F:33])[F:1])=[O:6])[CH:9]=5)[CH:15]=[N:16][C:17]=4[CH:22]=3)[CH:24]=2)[CH:37]=1.